From a dataset of Retrosynthesis with 50K atom-mapped reactions and 10 reaction types from USPTO. Predict the reactants needed to synthesize the given product. (1) Given the product Cc1c(C(=O)C(C)(C)C)oc2nc(-c3ccccc3Cl)c(-c3ccc(Cl)cc3)cc12, predict the reactants needed to synthesize it. The reactants are: CC(=O)c1cc(-c2ccc(Cl)cc2)c(-c2ccccc2Cl)nc1OCC(=O)C(C)(C)C. (2) Given the product COc1cc2c(Oc3ccc(NC(=O)c4cc(C)nn(-c5ccc(F)cc5)c4=O)cc3F)ccnc2cc1OCCCN1CCN(C)CC1, predict the reactants needed to synthesize it. The reactants are: COc1cc2c(Oc3ccc(N)cc3F)ccnc2cc1OCCCN1CCN(C)CC1.Cc1cc(C(=O)O)c(=O)n(-c2ccc(F)cc2)n1. (3) The reactants are: O=c1cc(NCCC2CC=CCN2Cc2ccc(Cl)c(Cl)c2)[nH]c2ccccc12. Given the product O=c1cc(NCCC2CCCCN2Cc2ccc(Cl)c(Cl)c2)[nH]c2ccccc12, predict the reactants needed to synthesize it.